Dataset: Reaction yield outcomes from USPTO patents with 853,638 reactions. Task: Predict the reaction yield, written as a fraction of the theoretical maximum amount of product (1.0 means a 100% yield; for example, 0.34 means a 34% yield). (1) The reactants are [C:1]([C:5]1[CH:10]=[CH:9][C:8]([NH:11][C:12]([NH:14][C@@H:15]([CH3:24])[CH2:16][C:17](OC(C)(C)C)=[O:18])=[O:13])=[CH:7][CH:6]=1)([CH3:4])([CH3:3])[CH3:2].[Li+].[BH4-]. The catalyst is C1COCC1. The product is [C:1]([C:5]1[CH:10]=[CH:9][C:8]([NH:11][C:12]([NH:14][C@@H:15]([CH3:24])[CH2:16][CH2:17][OH:18])=[O:13])=[CH:7][CH:6]=1)([CH3:4])([CH3:2])[CH3:3]. The yield is 0.900. (2) The reactants are [NH2:1][C:2]1[N:3]=[C:4]([C:17]2[O:18][CH:19]=[CH:20][CH:21]=2)[C:5]2[N:10]=[N:9][N:8]([CH2:11][C:12]([O:14]CC)=[O:13])[C:6]=2[N:7]=1.[OH-].[Na+].B(Br)(Br)Br. The catalyst is CO. The product is [NH2:1][C:2]1[N:3]=[C:4]([C:17]2[O:18][CH:19]=[CH:20][CH:21]=2)[C:5]2[N:10]=[N:9][N:8]([CH2:11][C:12]([OH:14])=[O:13])[C:6]=2[N:7]=1. The yield is 0.850. (3) The reactants are [CH2:1]([O:3][C:4]1[CH:9]=[C:8]([C:10]2[CH:15]=[CH:14][N:13]=[CH:12][CH:11]=2)[CH:7]=[CH:6][C:5]=1[NH:16][C:17](=[O:22])[C:18]([F:21])([F:20])[F:19])[CH3:2].[CH3:23][C:24]([OH:26])=[O:25]. The catalyst is [Pt]=O. The product is [C:24]([OH:26])(=[O:25])[CH3:23].[CH2:1]([O:3][C:4]1[CH:9]=[C:8]([CH:10]2[CH2:15][CH2:14][NH:13][CH2:12][CH2:11]2)[CH:7]=[CH:6][C:5]=1[NH:16][C:17](=[O:22])[C:18]([F:19])([F:20])[F:21])[CH3:2]. The yield is 0.980.